From a dataset of Forward reaction prediction with 1.9M reactions from USPTO patents (1976-2016). Predict the product of the given reaction. (1) The product is: [NH2:33][C:27]1([CH2:26][NH:25][C:14]2[NH:15][C:16](=[O:21])[C:17]([C:18]([NH2:20])=[O:19])=[C:12]([NH:11][C:7]3[CH:8]=[CH:9][CH:10]=[C:5]([C:3](=[O:4])[NH:2][CH3:1])[CH:6]=3)[N:13]=2)[CH2:32][CH2:31][CH2:30][CH2:29][CH2:28]1. Given the reactants [CH3:1][NH:2][C:3]([C:5]1[CH:6]=[C:7]([NH:11][C:12]2[N:13]=[C:14](S(C)=O)[NH:15][C:16](=[O:21])[C:17]=2[C:18]([NH2:20])=[O:19])[CH:8]=[CH:9][CH:10]=1)=[O:4].[NH2:25][CH2:26][C:27]1([NH2:33])[CH2:32][CH2:31][CH2:30][CH2:29][CH2:28]1.CN1C(=O)CCC1, predict the reaction product. (2) Given the reactants [Br:1][C:2]1[CH:7]=[C:6]([O:8][CH3:9])[CH:5]=[C:4]([Br:10])[C:3]=1[CH2:11][CH2:12][C:13]([O:15]C(C)(C)C)=[O:14].FC(F)(F)C(O)=O, predict the reaction product. The product is: [Br:1][C:2]1[CH:7]=[C:6]([O:8][CH3:9])[CH:5]=[C:4]([Br:10])[C:3]=1[CH2:11][CH2:12][C:13]([OH:15])=[O:14]. (3) Given the reactants [ClH:1].[CH3:2][N:3]1[CH:7]=[C:6]([C:8]2[CH:13]=[CH:12][CH:11]=[C:10]([C:14]([F:17])([F:16])[F:15])[CH:9]=2)[N:5]=[C:4]1[CH:18]1[CH2:23][CH2:22][N:21](C(OCCCC)=O)[CH2:20][CH2:19]1, predict the reaction product. The product is: [ClH:1].[ClH:1].[CH3:2][N:3]1[CH:7]=[C:6]([C:8]2[CH:13]=[CH:12][CH:11]=[C:10]([C:14]([F:15])([F:17])[F:16])[CH:9]=2)[N:5]=[C:4]1[CH:18]1[CH2:23][CH2:22][NH:21][CH2:20][CH2:19]1. (4) Given the reactants [CH3:1][Mg]Br.[C:4]([C:8]1[O:9][C:10]2[C:15]([C:16](=O)[CH:17]=1)=[CH:14][CH:13]=[C:12]([N:19]([CH3:21])[CH3:20])[CH:11]=2)([CH3:7])([CH3:6])[CH3:5].[F:22][B-:23]([F:26])([F:25])[F:24].[H+], predict the reaction product. The product is: [C:4]([C:8]1[CH:17]=[C:16]([CH3:1])[C:15]2[C:10](=[CH:11][C:12]([N:19]([CH3:21])[CH3:20])=[CH:13][CH:14]=2)[O+:9]=1)([CH3:7])([CH3:6])[CH3:5].[F:22][B-:23]([F:26])([F:25])[F:24]. (5) The product is: [CH:12]([N:15]([CH2:16][C:17]1[O:21][N:20]=[C:19]([C:22]2[CH:23]=[CH:24][C:25]([CH3:28])=[CH:26][CH:27]=2)[N:18]=1)[C:9](=[O:10])[CH2:8][O:1][C:2]1[CH:7]=[CH:6][CH:5]=[CH:4][CH:3]=1)([CH3:14])[CH3:13]. Given the reactants [O:1]([CH2:8][C:9](Cl)=[O:10])[C:2]1[CH:7]=[CH:6][CH:5]=[CH:4][CH:3]=1.[CH:12]([NH:15][CH2:16][C:17]1[O:21][N:20]=[C:19]([C:22]2[CH:27]=[CH:26][C:25]([CH3:28])=[CH:24][CH:23]=2)[N:18]=1)([CH3:14])[CH3:13].C(N(CC)CC)C, predict the reaction product. (6) The product is: [ClH:1].[CH2:2]([O:9][C:10]1[C:11]([NH:17][C:18]2[S:19][CH:20]=[C:21]([CH3:23])[N:22]=2)=[N:12][CH:13]=[C:14]([S:36][C:32]2[S:31][CH:35]=[CH:34][CH:33]=2)[CH:15]=1)[C:3]1[CH:8]=[CH:7][CH:6]=[CH:5][CH:4]=1. Given the reactants [ClH:1].[CH2:2]([O:9][C:10]1[C:11]([NH:17][C:18]2[S:19][CH:20]=[C:21]([CH3:23])[N:22]=2)=[N:12][CH:13]=[C:14](Br)[CH:15]=1)[C:3]1[CH:8]=[CH:7][CH:6]=[CH:5][CH:4]=1.[Li]C.C([Li])CCC.[S:31]1[CH:35]=[CH:34][CH:33]=[C:32]1[S:36][S:36][C:32]1[S:31][CH:35]=[CH:34][CH:33]=1, predict the reaction product. (7) Given the reactants C(NC(C)C)(C)C.C([Li])CCC.[CH2:13]([CH:15]([CH2:20][CH2:21][CH2:22][CH3:23])[C:16]([O:18][CH3:19])=[O:17])[CH3:14].[CH2:24]=[O:25].[Cl-].[NH4+], predict the reaction product. The product is: [CH3:19][O:18][C:16](=[O:17])[C:15]([CH2:13][CH3:14])([CH2:24][OH:25])[CH2:20][CH2:21][CH2:22][CH3:23]. (8) The product is: [CH2:1]([O:8][C:9]([N:11]1[CH2:16][CH2:15][CH:14]([CH:17]([NH2:32])[C:18]2[CH:23]=[CH:22][C:21]([Cl:24])=[CH:20][CH:19]=2)[CH2:13][CH2:12]1)=[O:10])[C:2]1[CH:7]=[CH:6][CH:5]=[CH:4][CH:3]=1. Given the reactants [CH2:1]([O:8][C:9]([N:11]1[CH2:16][CH2:15][CH:14]([C:17](=O)[C:18]2[CH:23]=[CH:22][C:21]([Cl:24])=[CH:20][CH:19]=2)[CH2:13][CH2:12]1)=[O:10])[C:2]1[CH:7]=[CH:6][CH:5]=[CH:4][CH:3]=1.C([O-])(=O)C.[NH4+].C([BH3-])#[N:32].[Na+], predict the reaction product.